Dataset: Catalyst prediction with 721,799 reactions and 888 catalyst types from USPTO. Task: Predict which catalyst facilitates the given reaction. (1) Reactant: Cl[C:2]1[CH:7]=[N:6][CH:5]=[C:4]([Cl:8])[N:3]=1.[CH3:9][S:10]([C:13]1[CH:18]=[CH:17][C:16](B(O)O)=[CH:15][CH:14]=1)(=[O:12])=[O:11].P([O-])([O-])([O-])=O.[K+].[K+].[K+]. Product: [Cl:8][C:4]1[CH:5]=[N:6][CH:7]=[C:2]([C:16]2[CH:17]=[CH:18][C:13]([S:10]([CH3:9])(=[O:12])=[O:11])=[CH:14][CH:15]=2)[N:3]=1. The catalyst class is: 9. (2) Reactant: C(OC([N:8]1[CH2:13][CH2:12][N:11]([C:14](=[O:22])[C:15]2[CH:20]=[CH:19][C:18]([Cl:21])=[CH:17][CH:16]=2)[CH2:10][CH2:9]1)=O)(C)(C)C.O1CCOCC1. Product: [Cl:21][C:18]1[CH:17]=[CH:16][C:15]([C:14]([N:11]2[CH2:10][CH2:9][NH:8][CH2:13][CH2:12]2)=[O:22])=[CH:20][CH:19]=1. The catalyst class is: 2. (3) Reactant: Br[C:2]1[N:3]=[CH:4][S:5][C:6]=1Br.[Cl:8][C:9]1[CH:14]=[CH:13][C:12](B(O)O)=[C:11]([CH3:18])[CH:10]=1.O1[CH2:24][CH2:23]OCC1.C(=O)([O-])[O-].[Na+].[Na+]. Product: [Cl:8][C:9]1[CH:14]=[CH:13][C:12]([C:2]2[N:3]=[CH:4][S:5][C:6]=2[C:12]2[CH:11]=[CH:10][C:9]([Cl:8])=[CH:14][C:23]=2[CH3:24])=[C:11]([CH3:18])[CH:10]=1. The catalyst class is: 103. (4) Reactant: C(O)(C(F)(F)F)=O.[CH3:8][N:9]1[C:13]2[C:14]([CH3:54])=[CH:15][C:16]([C:18]([C:20]3[CH:25]=[C:24]([NH:26]C(=O)OC(C)(C)C)[N:23]=[C:22]([N:34]4[CH2:39][CH2:38][CH:37]([N:40]5[CH2:46][CH2:45][C:44]6[CH:47]=[C:48]([O:51][CH3:52])[CH:49]=[CH:50][C:43]=6[NH:42][C:41]5=[O:53])[CH2:36][CH2:35]4)[CH:21]=3)=[O:19])=[CH:17][C:12]=2[O:11][C:10]1=[O:55]. Product: [NH2:26][C:24]1[N:23]=[C:22]([N:34]2[CH2:39][CH2:38][CH:37]([N:40]3[CH2:46][CH2:45][C:44]4[CH:47]=[C:48]([O:51][CH3:52])[CH:49]=[CH:50][C:43]=4[NH:42][C:41]3=[O:53])[CH2:36][CH2:35]2)[CH:21]=[C:20]([C:18]([C:16]2[CH:15]=[C:14]([CH3:54])[C:13]3[N:9]([CH3:8])[C:10](=[O:55])[O:11][C:12]=3[CH:17]=2)=[O:19])[CH:25]=1. The catalyst class is: 2. (5) Reactant: [CH:1]([NH:4][C:5](=[O:26])[O:6][CH:7]1[CH2:14][CH:13]2[CH:9]([CH2:10][CH:11]([NH:15][CH2:16][C:17]([N:19]3[CH2:23][CH2:22][CH2:21][CH:20]3[C:24]#[N:25])=[O:18])[CH2:12]2)[CH2:8]1)([CH3:3])[CH3:2].C(=O)([O-])[O-].[K+].[K+].[C:33](O[C:33]([O:35][C:36]([CH3:39])([CH3:38])[CH3:37])=[O:34])([O:35][C:36]([CH3:39])([CH3:38])[CH3:37])=[O:34].O. Product: [CH:1]([NH:4][C:5](=[O:26])[O:6][CH:7]1[CH2:8][CH:9]2[CH:13]([CH2:12][CH:11]([N:15]([C:33]([O:35][C:36]([CH3:39])([CH3:38])[CH3:37])=[O:34])[CH2:16][C:17]([N:19]3[CH2:23][CH2:22][CH2:21][CH:20]3[C:24]#[N:25])=[O:18])[CH2:10]2)[CH2:14]1)([CH3:3])[CH3:2]. The catalyst class is: 4. (6) Reactant: [Br:1][C:2]1[CH:14]=[CH:13][C:12]2[C:11]3[C:6](=[CH:7][C:8]([Br:15])=[CH:9][CH:10]=3)[CH:5]([CH3:16])[C:4]=2[CH:3]=1.[OH-].[K+].O.Br[CH2:21][CH2:22][CH2:23][CH2:24][N:25]1[C:29](=[O:30])[C:28]2=[CH:31][CH:32]=[CH:33][CH:34]=[C:27]2[C:26]1=[O:35]. Product: [Br:1][C:2]1[CH:14]=[CH:13][C:12]2[C:11]3[C:6](=[CH:7][C:8]([Br:15])=[CH:9][CH:10]=3)[C:5]([CH2:21][CH2:22][CH2:23][CH2:24][N:25]3[C:29](=[O:30])[C:28]4[C:27](=[CH:34][CH:33]=[CH:32][CH:31]=4)[C:26]3=[O:35])([CH3:16])[C:4]=2[CH:3]=1. The catalyst class is: 633. (7) Reactant: [Cl:1][C:2]1[CH:7]=[C:6](I)[C:5]([I:9])=[CH:4][C:3]=1[Cl:10].[OH:11][C:12]1[CH:13]=[C:14](B(O)O)[CH:15]=[CH:16][CH:17]=1.C([O-])([O-])=O.[Na+].[Na+].O. Product: [Cl:10][C:3]1[C:2]([Cl:1])=[CH:7][C:6]([C:16]2[CH:17]=[C:12]([OH:11])[CH:13]=[CH:14][CH:15]=2)=[C:5]([I:9])[CH:4]=1. The catalyst class is: 77. (8) Reactant: C(O[C:6]([N:8]1[CH:17]([C:18](=[O:34])[NH:19][C:20]2[CH:25]=[CH:24][C:23]([N:26]3[CH:31]=[CH:30][CH:29]=[CH:28][C:27]3=[O:32])=[CH:22][C:21]=2[F:33])[CH2:16]C2N=CC=CC=2C1)=O)(C)(C)C. Product: [F:33][C:21]1[CH:22]=[C:23]([N:26]2[CH:31]=[CH:30][CH:29]=[CH:28][C:27]2=[O:32])[CH:24]=[CH:25][C:20]=1[NH:19][C:18]([CH:17]1[NH:8][CH2:6][C:31]2[N:26]=[CH:27][CH:28]=[CH:29][C:30]=2[CH2:16]1)=[O:34]. The catalyst class is: 620. (9) Reactant: [NH:1]1[C:9]2[C:4](=[CH:5][CH:6]=[CH:7][CH:8]=2)[CH2:3][C:2]1=[O:10].[CH:11]([C:13]1[NH:14][C:15]([CH3:27])=[C:16]([S:23]([CH3:26])(=[O:25])=[O:24])[C:17]=1[CH2:18][CH2:19][C:20]([OH:22])=[O:21])=O.N1CCCCC1. Product: [CH3:26][S:23]([C:16]1[C:17]([CH2:18][CH2:19][C:20]([OH:22])=[O:21])=[C:13](/[CH:11]=[C:3]2\[C:2](=[O:10])[NH:1][C:9]3[C:4]\2=[CH:5][CH:6]=[CH:7][CH:8]=3)[NH:14][C:15]=1[CH3:27])(=[O:25])=[O:24]. The catalyst class is: 8. (10) Reactant: N1C=CN=[C:2]1[NH:6][C:7]([C:9]1[C:17]2[N:16]=[C:15]([NH:18][C:19]([C:21]3[N:22]=[CH:23][C:24]4[C:29]([CH:30]=3)=[CH:28][CH:27]=[CH:26][CH:25]=4)=[O:20])[NH:14][C:13]=2[CH:12]=[CH:11][CH:10]=1)=[O:8].CN(C(ON1N=NC2C=CC=CC1=2)=[N+](C)C)C.F[P-](F)(F)(F)(F)F.CCN(C(C)C)C(C)C.[F:64][C:65]1[CH:73]=[CH:72][C:68]([CH2:69]NC)=[CH:67][CH:66]=1. Product: [F:64][C:65]1[CH:73]=[CH:72][C:68]([CH2:69][N:6]([CH3:2])[C:7]([C:9]2[C:17]3[NH:16][C:15]([NH:18][C:19]([C:21]4[N:22]=[CH:23][C:24]5[C:29]([CH:30]=4)=[CH:28][CH:27]=[CH:26][CH:25]=5)=[O:20])=[N:14][C:13]=3[CH:12]=[CH:11][CH:10]=2)=[O:8])=[CH:67][CH:66]=1. The catalyst class is: 3.